Dataset: Catalyst prediction with 721,799 reactions and 888 catalyst types from USPTO. Task: Predict which catalyst facilitates the given reaction. (1) Reactant: C(OC(=O)[NH:7][C@H:8]([C:49]1[CH:54]=[CH:53][CH:52]=[CH:51][CH:50]=1)[CH2:9][N:10]1[C:15](=[O:16])[C:14]([N:17]2[CH2:22][CH2:21][N:20]([CH2:23][C:24]3[O:25][C:26]([C:29]([F:32])([F:31])[F:30])=[CH:27][CH:28]=3)[CH:19]([CH2:33][OH:34])[CH2:18]2)=[C:13]([CH3:35])[N:12]([CH2:36][C:37]2[C:42]([C:43]([F:46])([F:45])[F:44])=[CH:41][CH:40]=[CH:39][C:38]=2[F:47])[C:11]1=[O:48])(C)(C)C.FC(F)(F)C(O)=O.C(=O)(O)[O-].[Na+]. Product: [NH2:7][C@H:8]([C:49]1[CH:50]=[CH:51][CH:52]=[CH:53][CH:54]=1)[CH2:9][N:10]1[C:15](=[O:16])[C:14]([N:17]2[CH2:22][CH2:21][N:20]([CH2:23][C:24]3[O:25][C:26]([C:29]([F:30])([F:31])[F:32])=[CH:27][CH:28]=3)[CH:19]([CH2:33][OH:34])[CH2:18]2)=[C:13]([CH3:35])[N:12]([CH2:36][C:37]2[C:42]([C:43]([F:45])([F:46])[F:44])=[CH:41][CH:40]=[CH:39][C:38]=2[F:47])[C:11]1=[O:48]. The catalyst class is: 4. (2) Reactant: [CH3:1][O:2][C@H:3]1[CH2:8][CH2:7][N:6](C(OCC2C=CC=CC=2)=O)[CH2:5][C@@H:4]1[CH3:19].[H][H]. Product: [CH3:1][O:2][C@H:3]1[CH2:8][CH2:7][NH:6][CH2:5][C@@H:4]1[CH3:19]. The catalyst class is: 19.